From a dataset of Forward reaction prediction with 1.9M reactions from USPTO patents (1976-2016). Predict the product of the given reaction. Given the reactants [CH:1]1[C:6]([S:7](Cl)(=[O:9])=[O:8])=[CH:5][CH:4]=[C:3]([I:11])[CH:2]=1.Cl.[CH3:13][NH:14][CH3:15], predict the reaction product. The product is: [I:11][C:3]1[CH:4]=[CH:5][C:6]([S:7]([N:14]([CH3:15])[CH3:13])(=[O:9])=[O:8])=[CH:1][CH:2]=1.